From a dataset of Reaction yield outcomes from USPTO patents with 853,638 reactions. Predict the reaction yield, written as a fraction of the theoretical maximum amount of product (1.0 means a 100% yield; for example, 0.34 means a 34% yield). (1) The reactants are [F:1][C:2]([F:25])([F:24])[C:3]1[CH:19]=[C:18]([C:20]([F:23])([F:22])[F:21])[CH:17]=[CH:16][C:4]=1[CH2:5][O:6][C:7]1[CH:14]=[CH:13][C:10]([CH:11]=[O:12])=[CH:9][C:8]=1[OH:15].C(=O)([O-])[O-].[K+].[K+].Br[CH2:33][CH2:34][CH2:35][CH3:36].O. The catalyst is CN(C=O)C. The product is [F:1][C:2]([F:24])([F:25])[C:3]1[CH:19]=[C:18]([C:20]([F:23])([F:22])[F:21])[CH:17]=[CH:16][C:4]=1[CH2:5][O:6][C:7]1[CH:14]=[CH:13][C:10]([CH:11]=[O:12])=[CH:9][C:8]=1[O:15][CH2:33][CH2:34][CH2:35][CH3:36]. The yield is 0.740. (2) The reactants are [I:1][C:2]1[CH:13]=[CH:12][C:5]([O:6][C@@H:7]2[CH2:11][CH2:10][O:9][CH2:8]2)=[C:4]([N+:14]([O-])=O)[CH:3]=1. The catalyst is [Fe].C(O)(=O)C. The product is [I:1][C:2]1[CH:13]=[CH:12][C:5]([O:6][C@@H:7]2[CH2:11][CH2:10][O:9][CH2:8]2)=[C:4]([NH2:14])[CH:3]=1. The yield is 0.390. (3) The reactants are C(OC([N:8]1[CH2:12][CH2:11][CH:10]([C:13]([N:15]2[CH2:19][C@@H:18]([N:20]([C:22]([O:24][C:25]3[CH:30]=[CH:29][C:28]([F:31])=[CH:27][CH:26]=3)=[O:23])[CH3:21])[C@H:17]([C:32]3[CH:37]=[CH:36][C:35]([Cl:38])=[CH:34][CH:33]=3)[CH2:16]2)=[O:14])[CH2:9]1)=O)(C)(C)C.FC(F)(F)C(O)=O.C(=O)([O-])[O-].[Na+].[Na+]. The catalyst is ClCCl. The product is [F:31][C:28]1[CH:29]=[CH:30][C:25]([O:24][C:22](=[O:23])[N:20]([C@H:18]2[C@H:17]([C:32]3[CH:37]=[CH:36][C:35]([Cl:38])=[CH:34][CH:33]=3)[CH2:16][N:15]([C:13]([CH:10]3[CH2:11][CH2:12][NH:8][CH2:9]3)=[O:14])[CH2:19]2)[CH3:21])=[CH:26][CH:27]=1. The yield is 0.790. (4) The reactants are [Cl:1][C:2]1[CH:21]=[CH:20][C:5]2[O:6][C:7]3[CH:19]=[CH:18][CH:17]=[CH:16][C:8]=3[C@H:9]3[CH2:13][N:12]([CH3:14])[C:11](=[O:15])[C@H:10]3[C:4]=2[CH:3]=1.[OH-].[K+].C(OCC)(=[O:26])C. The catalyst is C(O)C. The product is [Cl:1][C:2]1[CH:21]=[CH:20][C:5]2[O:6][C:7]3[CH:19]=[CH:18][CH:17]=[CH:16][C:8]=3[C@@H:9]([CH2:13][NH:12][CH3:14])[C@H:10]([C:11]([OH:15])=[O:26])[C:4]=2[CH:3]=1. The yield is 0.520. (5) The reactants are CC([N:5]([CH2:9][C:10]1[N:32]([S:33]([C:36]2[CH:41]=[CH:40][CH:39]=[CH:38][CH:37]=2)(=[O:35])=[O:34])[C:13]2=[N:14][CH:15]=[CH:16][C:17]([C:18]3[CH:23]=[CH:22][C:21]([S:24]([N:27]4[CH2:31][CH2:30][CH2:29][CH2:28]4)(=[O:26])=[O:25])=[CH:20][CH:19]=3)=[C:12]2[CH:11]=1)C(=O)[O-])(C)C. The catalyst is C(Cl)Cl.C(O)(C(F)(F)F)=O.C(=O)([O-])O.[Na+]. The product is [C:36]1([S:33]([N:32]2[C:13]3=[N:14][CH:15]=[CH:16][C:17]([C:18]4[CH:23]=[CH:22][C:21]([S:24]([N:27]5[CH2:31][CH2:30][CH2:29][CH2:28]5)(=[O:26])=[O:25])=[CH:20][CH:19]=4)=[C:12]3[CH:11]=[C:10]2[CH2:9][NH2:5])(=[O:35])=[O:34])[CH:37]=[CH:38][CH:39]=[CH:40][CH:41]=1. The yield is 0.810. (6) The reactants are Br[C:2]1[CH:7]=[N:6][CH:5]=[C:4]([Br:8])[N:3]=1.[N:9]1([C:16]([O:18][C:19]([CH3:22])([CH3:21])[CH3:20])=[O:17])[CH2:15][CH2:14][CH2:13][NH:12][CH2:11][CH2:10]1.CCN(C(C)C)C(C)C. The catalyst is CCO. The product is [Br:8][C:4]1[N:3]=[C:2]([N:12]2[CH2:13][CH2:14][CH2:15][N:9]([C:16]([O:18][C:19]([CH3:22])([CH3:21])[CH3:20])=[O:17])[CH2:10][CH2:11]2)[CH:7]=[N:6][CH:5]=1. The yield is 0.700.